From a dataset of Full USPTO retrosynthesis dataset with 1.9M reactions from patents (1976-2016). Predict the reactants needed to synthesize the given product. (1) Given the product [CH2:3]([O:10][C:11]1[CH:16]=[CH:15][C:14]([S:17]([NH:20][CH2:21][C@H:22]([N:27]2[CH2:32][CH2:31][CH2:30][CH2:29][CH2:28]2)[C:23]([OH:25])=[O:24])(=[O:19])=[O:18])=[CH:13][CH:12]=1)[C:4]1[CH:5]=[CH:6][CH:7]=[CH:8][CH:9]=1, predict the reactants needed to synthesize it. The reactants are: [OH-].[Li+].[CH2:3]([O:10][C:11]1[CH:16]=[CH:15][C:14]([S:17]([NH:20][CH2:21][C@H:22]([N:27]2[CH2:32][CH2:31][CH2:30][CH2:29][CH2:28]2)[C:23]([O:25]C)=[O:24])(=[O:19])=[O:18])=[CH:13][CH:12]=1)[C:4]1[CH:9]=[CH:8][CH:7]=[CH:6][CH:5]=1. (2) The reactants are: [Cl:1][C:2]1[C:11]2[C:10]([O:12][CH2:13][CH2:14][CH3:15])=[CH:9][CH:8]=[C:7]([S:16]([OH:19])(=[O:18])=O)[C:6]=2[CH:5]=[CH:4][N:3]=1.ClC1C2C(=CC=C(S(O)(=O)=O)C=2OCCC)C=CN=1.[C:39]([N:49]1[CH2:55][CH2:54][CH2:53][NH:52][CH2:51][CH2:50]1)([O:41][CH2:42][C:43]1[CH:48]=[CH:47][CH:46]=[CH:45][CH:44]=1)=[O:40]. Given the product [CH2:42]([O:41][C:39]([N:49]1[CH2:55][CH2:54][CH2:53][N:52]([S:16]([C:7]2[C:6]3[CH:5]=[CH:4][N:3]=[C:2]([Cl:1])[C:11]=3[C:10]([O:12][CH2:13][CH2:14][CH3:15])=[CH:9][CH:8]=2)(=[O:18])=[O:19])[CH2:51][CH2:50]1)=[O:40])[C:43]1[CH:48]=[CH:47][CH:46]=[CH:45][CH:44]=1, predict the reactants needed to synthesize it.